Task: Regression/Classification. Given a drug SMILES string, predict its absorption, distribution, metabolism, or excretion properties. Task type varies by dataset: regression for continuous measurements (e.g., permeability, clearance, half-life) or binary classification for categorical outcomes (e.g., BBB penetration, CYP inhibition). Dataset: cyp2c19_veith.. Dataset: CYP2C19 inhibition data for predicting drug metabolism from PubChem BioAssay (1) The molecule is CN(Cc1ccco1)c1ncncc1-c1cccc(C#N)c1. The result is 1 (inhibitor). (2) The result is 0 (non-inhibitor). The drug is C=CCn1cc(Cl)c(=O)n(CC=C)c1=O. (3) The molecule is Nc1nc(SCC(=O)c2ccc(Br)cc2)c2[nH]cnc2n1. The result is 1 (inhibitor). (4) The drug is CCn1c(SCc2ccc(C)cc2)nnc1-c1cnn(-c2ccccc2)c1C(F)(F)F. The result is 1 (inhibitor).